Dataset: Full USPTO retrosynthesis dataset with 1.9M reactions from patents (1976-2016). Task: Predict the reactants needed to synthesize the given product. (1) Given the product [Cl:1][C:2]1[C:3]([CH:21]([S:30]([C:33]2[CH:34]=[CH:35][C:36]([Cl:39])=[CH:37][CH:38]=2)(=[O:32])=[O:31])[C:22]2[CH:27]=[C:26]([F:28])[CH:25]=[CH:24][C:23]=2[F:29])=[CH:4][C:5]([N:8]([CH3:9])[CH2:10][CH2:11][NH:12][CH3:13])=[N:6][CH:7]=1, predict the reactants needed to synthesize it. The reactants are: [Cl:1][C:2]1[C:3]([CH:21]([S:30]([C:33]2[CH:38]=[CH:37][C:36]([Cl:39])=[CH:35][CH:34]=2)(=[O:32])=[O:31])[C:22]2[CH:27]=[C:26]([F:28])[CH:25]=[CH:24][C:23]=2[F:29])=[CH:4][C:5]([N:8]([CH2:10][CH2:11][N:12](C)[C:13](=O)OC(C)(C)C)[CH3:9])=[N:6][CH:7]=1.C1(OC)C=CC=CC=1.FC(F)(F)C(O)=O. (2) Given the product [OH:27][C:23]1([CH3:26])[CH2:22][CH2:21][CH:20]([N:10]([C:11]([C@H:13]2[CH2:14][CH2:15][C@@H:16]([CH3:19])[CH2:17][CH2:18]2)=[O:12])[C:9]2[CH:8]=[C:7]([C:28]3[CH:29]=[CH:30][CH:31]=[CH:32][CH:33]=3)[S:6][C:5]=2[C:3]([OH:4])=[O:2])[CH2:25][CH2:24]1, predict the reactants needed to synthesize it. The reactants are: C[O:2][C:3]([C:5]1[S:6][C:7]([C:28]2[CH:33]=[CH:32][CH:31]=[CH:30][CH:29]=2)=[CH:8][C:9]=1[N:10]([CH:20]1[CH2:25][CH2:24][C:23]([OH:27])([CH3:26])[CH2:22][CH2:21]1)[C:11]([C@H:13]1[CH2:18][CH2:17][C@@H:16]([CH3:19])[CH2:15][CH2:14]1)=[O:12])=[O:4].[OH-].[Li+]. (3) Given the product [CH3:1][C:2]1[N:7]=[CH:6][C:5]([O:8][C:9]2[CH:14]=[CH:13][C:12]([NH:15][C:16]3[C:25]4[C:20](=[CH:21][CH:22]=[C:23]([C:42]5[O:41][C:40]([CH:28]=[O:31])=[CH:39][CH:34]=5)[CH:24]=4)[N:19]=[CH:18][N:17]=3)=[CH:11][C:10]=2[CH3:27])=[CH:4][CH:3]=1, predict the reactants needed to synthesize it. The reactants are: [CH3:1][C:2]1[N:7]=[CH:6][C:5]([O:8][C:9]2[CH:14]=[CH:13][C:12]([NH:15][C:16]3[C:25]4[C:20](=[CH:21][CH:22]=[C:23](I)[CH:24]=4)[N:19]=[CH:18][N:17]=3)=[CH:11][C:10]=2[CH3:27])=[CH:4][CH:3]=1.[C:28]([O-:31])([O-])=O.[K+].[K+].[CH2:34](Cl)Cl.CO[CH2:39][CH2:40][O:41][CH3:42]. (4) Given the product [Br:15][CH2:14][C:3]1[CH:4]=[CH:5][C:6]([O:8][CH2:9][C:10]([F:11])([F:12])[F:13])=[CH:7][C:2]=1[Cl:1], predict the reactants needed to synthesize it. The reactants are: [Cl:1][C:2]1[CH:7]=[C:6]([O:8][CH2:9][C:10]([F:13])([F:12])[F:11])[CH:5]=[CH:4][C:3]=1[CH3:14].[Br:15]N1C(=O)CCC1=O. (5) Given the product [Cl:1][C:2]1[CH:3]=[C:4]([CH:8]([OH:21])[CH:9]([CH3:20])[CH2:10][NH:11][CH3:12])[CH:5]=[CH:6][CH:7]=1, predict the reactants needed to synthesize it. The reactants are: [Cl:1][C:2]1[CH:3]=[C:4]([C:8](=[O:21])[CH:9]([CH3:20])[CH2:10][N:11](C)[C:12](=O)OC(C)(C)C)[CH:5]=[CH:6][CH:7]=1.[H-].[H-].[H-].[H-].[Li+].[Al+3]. (6) Given the product [NH2:34][C@@H:35]([C@H:36]([OH:37])[CH3:38])[C:39]([N:23]1[CH2:24][CH2:25][CH:20]([C:17]2[S:18][CH:19]=[C:15]([C:7]3[CH:6]=[CH:5][C:4]4[C:3]([CH3:26])([CH3:2])[CH2:12][CH2:11][C:10]([CH3:13])([CH3:14])[C:9]=4[CH:8]=3)[N:16]=2)[CH2:21][CH2:22]1)=[O:40], predict the reactants needed to synthesize it. The reactants are: Cl.[CH3:2][C:3]1([CH3:26])[CH2:12][CH2:11][C:10]([CH3:14])([CH3:13])[C:9]2[CH:8]=[C:7]([C:15]3[N:16]=[C:17]([CH:20]4[CH2:25][CH2:24][NH:23][CH2:22][CH2:21]4)[S:18][CH:19]=3)[CH:6]=[CH:5][C:4]1=2.C(OC([NH:34][C@H:35]([C:39](O)=[O:40])[C@@H:36]([CH3:38])[OH:37])=O)(C)(C)C.Cl.